Dataset: Reaction yield outcomes from USPTO patents with 853,638 reactions. Task: Predict the reaction yield, written as a fraction of the theoretical maximum amount of product (1.0 means a 100% yield; for example, 0.34 means a 34% yield). (1) The reactants are [S:1]1[CH:5]=[CH:4][N:3]=[C:2]1[NH:6][S:7]([C:10]1[CH:15]=[CH:14][C:13]([CH:16]2[CH2:21][CH2:20][N:19](C(=O)C(F)(F)F)[CH2:18][CH2:17]2)=[CH:12][CH:11]=1)(=[O:9])=[O:8].[OH-].[Na+]. The catalyst is CC(O)=O. The yield is 0.870. The product is [NH:19]1[CH2:18][CH2:17][CH:16]([C:13]2[CH:12]=[CH:11][C:10]([S:7]([NH:6][C:2]3[S:1][CH:5]=[CH:4][N:3]=3)(=[O:8])=[O:9])=[CH:15][CH:14]=2)[CH2:21][CH2:20]1. (2) The reactants are [CH3:1][C:2]1([CH3:13])[CH2:6][C:5]2[CH:7]=[CH:8][CH:9]=[C:10]([CH:11]=O)[C:4]=2[O:3]1.[CH3:14][NH2:15].[BH4-].[Na+].O. The catalyst is CO. The product is [CH3:1][C:2]1([CH3:13])[CH2:6][C:5]2[CH:7]=[CH:8][CH:9]=[C:10]([CH2:11][NH:15][CH3:14])[C:4]=2[O:3]1. The yield is 0.990. (3) The reactants are [CH3:1][N:2]1[C:10]2[C:5](=[CH:6][C:7]([C:11]3[NH:12][C:13]4[N:14]([N:18]=[CH:19][C:20]=4[C:21]([NH2:23])=[O:22])[C:15](=[O:17])[CH:16]=3)=[CH:8][CH:9]=2)[CH:4]=[N:3]1.[CH3:24][C:25]1C=CC(S(O)(=O)=O)=CC=1.BrCC(OCC)OCC. The catalyst is CN1C(=O)CCC1. The product is [CH3:1][N:2]1[C:10]2[C:5](=[CH:6][C:7]([C:11]3[NH:12][C:13]4[N:14]([N:18]=[CH:19][C:20]=4[C:21]4[O:22][CH:24]=[CH:25][N:23]=4)[C:15](=[O:17])[CH:16]=3)=[CH:8][CH:9]=2)[CH:4]=[N:3]1. The yield is 0.200. (4) The reactants are [Br:1][C:2]1[CH:3]=[C:4]([NH2:17])[C:5]([N:8]([CH2:13][CH:14]([CH3:16])[CH3:15])[CH2:9][CH:10]([CH3:12])[CH3:11])=[CH:6][CH:7]=1.[C:18]1([CH3:28])[CH:23]=[CH:22][C:21]([CH2:24][C:25](O)=[O:26])=[CH:20][CH:19]=1.C(N(CC)CC)C.F[P-](F)(F)(F)(F)F.N1(O[P+](N(C)C)(N(C)C)N(C)C)C2C=CC=CC=2N=N1. The catalyst is CN(C=O)C.CCOCC. The product is [Br:1][C:2]1[CH:7]=[CH:6][C:5]([N:8]([CH2:13][CH:14]([CH3:16])[CH3:15])[CH2:9][CH:10]([CH3:12])[CH3:11])=[C:4]([NH:17][C:25](=[O:26])[CH2:24][C:21]2[CH:22]=[CH:23][C:18]([CH3:28])=[CH:19][CH:20]=2)[CH:3]=1. The yield is 0.990. (5) The reactants are FC(F)(F)C(O)=O.[CH3:8][S:9]([C:12]1[N:17]=[CH:16][C:15]([O:18][C@H:19]2[CH2:23][CH2:22][N:21]([CH:24]3[CH2:29][CH2:28][N:27](C(OC(C)(C)C)=O)[CH2:26][CH2:25]3)[C:20]2=[O:37])=[CH:14][CH:13]=1)(=[O:11])=[O:10]. The product is [CH3:8][S:9]([C:12]1[N:17]=[CH:16][C:15]([O:18][C@H:19]2[CH2:23][CH2:22][N:21]([CH:24]3[CH2:29][CH2:28][NH:27][CH2:26][CH2:25]3)[C:20]2=[O:37])=[CH:14][CH:13]=1)(=[O:10])=[O:11]. The catalyst is C(Cl)Cl. The yield is 0.900. (6) The reactants are [CH2:1]([O:5][CH2:6][C:7]1[CH:14]=[CH:13][C:10]([CH:11]=O)=[CH:9][CH:8]=1)[CH2:2][CH2:3][CH3:4].[N+:15]([CH3:18])([O-:17])=[O:16].C[O-].[Na+].Cl.[BH4-].[Na+]. The catalyst is CO.CS(C)=O.C(O)(=O)C. The product is [CH2:1]([O:5][CH2:6][C:7]1[CH:14]=[CH:13][C:10]([CH2:11][CH2:18][N+:15]([O-:17])=[O:16])=[CH:9][CH:8]=1)[CH2:2][CH2:3][CH3:4]. The yield is 0.290. (7) The product is [Cl:38][C:36]1[CH:35]=[CH:34][C:33]([O:39][CH3:40])=[C:32]([C:17]2[CH:18]=[CH:19][CH:20]=[C:15]([O:14][CH2:13][CH:12]([OH:30])[CH2:11][N:2]3[CH2:3][CH2:4][C:5]4[C:10](=[CH:9][CH:8]=[CH:7][CH:6]=4)[CH2:1]3)[CH:16]=2)[CH:37]=1. The catalyst is O1CCOCC1.C1C=CC(P(C2C=CC=CC=2)[C-]2C=CC=C2)=CC=1.C1C=CC(P(C2C=CC=CC=2)[C-]2C=CC=C2)=CC=1.Cl[Pd]Cl.[Fe+2]. The reactants are [CH2:1]1[C:10]2[C:5](=[CH:6][CH:7]=[CH:8][CH:9]=2)[CH2:4][CH2:3][N:2]1[CH2:11][CH:12]([OH:30])[CH2:13][O:14][C:15]1[CH:20]=[CH:19][CH:18]=[C:17](B2OC(C)(C)C(C)(C)O2)[CH:16]=1.Br[C:32]1[CH:37]=[C:36]([Cl:38])[CH:35]=[CH:34][C:33]=1[O:39][CH3:40].C([O-])([O-])=O.[K+].[K+]. The yield is 0.395.